Dataset: Full USPTO retrosynthesis dataset with 1.9M reactions from patents (1976-2016). Task: Predict the reactants needed to synthesize the given product. (1) Given the product [C:25]([O:24][C:22](=[O:23])[CH2:21][CH2:20][CH2:19][O:1][C:2]1[CH:3]=[C:4]([CH:9]=[CH:10][CH:11]=1)[C:5]([O:7][CH3:8])=[O:6])([CH3:28])([CH3:27])[CH3:26], predict the reactants needed to synthesize it. The reactants are: [OH:1][C:2]1[CH:3]=[C:4]([CH:9]=[CH:10][CH:11]=1)[C:5]([O:7][CH3:8])=[O:6].C([O-])([O-])=O.[K+].[K+].Br[CH2:19][CH2:20][CH2:21][C:22]([O:24][C:25]([CH3:28])([CH3:27])[CH3:26])=[O:23]. (2) Given the product [CH2:20]([O:1][C:2]1[CH:3]=[C:4]([NH:8][C:9](=[O:11])[CH3:10])[CH:5]=[CH:6][CH:7]=1)[CH:19]=[CH2:18], predict the reactants needed to synthesize it. The reactants are: [OH:1][C:2]1[CH:3]=[C:4]([NH:8][C:9](=[O:11])[CH3:10])[CH:5]=[CH:6][CH:7]=1.C(=O)([O-])[O-].[K+].[K+].[CH2:18](Br)[CH:19]=[CH2:20].O. (3) Given the product [C:1]([O:5][C:6]([N:8]1[CH2:17][CH2:16][C:15]2[C:10](=[CH:11][CH:12]=[C:13]([I:25])[CH:14]=2)[CH2:9]1)=[O:7])([CH3:4])([CH3:3])[CH3:2], predict the reactants needed to synthesize it. The reactants are: [C:1]([O:5][C:6]([N:8]1[CH2:17][CH2:16][C:15]2[C:10](=[CH:11][CH:12]=[C:13](Br)[CH:14]=2)[CH2:9]1)=[O:7])([CH3:4])([CH3:3])[CH3:2].CN(C)CCN.[I-:25].[Na+]. (4) Given the product [Br:1][C:2]1[CH:7]=[C:6]([C:8]2[N:20]3[CH:21]=[CH:22][C:23]([CH3:25])=[CH:24][C:19]3=[N:18][C:9]=2[C:11]2[CH:16]=[CH:15][CH:14]=[C:13]([CH3:17])[N:12]=2)[CH:5]=[CH:4][N:3]=1, predict the reactants needed to synthesize it. The reactants are: [Br:1][C:2]1[CH:7]=[C:6]([CH2:8][C:9]([C:11]2[CH:16]=[CH:15][CH:14]=[C:13]([CH3:17])[N:12]=2)=O)[CH:5]=[CH:4][N:3]=1.[NH2:18][C:19]1[CH:24]=[C:23]([CH3:25])[CH:22]=[CH:21][N:20]=1. (5) Given the product [Cl:11][C:12]1[CH:20]=[C:16]([C:17]([N:4]2[C:5]3[CH:10]=[CH:9][CH:8]=[CH:7][C:6]=3[O:1][CH2:2][CH2:3]2)=[O:18])[CH:15]=[N:14][C:13]=1[OH:21], predict the reactants needed to synthesize it. The reactants are: [O:1]1[C:6]2[CH:7]=[CH:8][CH:9]=[CH:10][C:5]=2[NH:4][CH2:3][CH2:2]1.[Cl:11][C:12]1[C:13]([OH:21])=[N:14][CH:15]=[C:16]([CH:20]=1)[C:17](O)=[O:18].CCN=C=NCCCN(C)C.Cl. (6) Given the product [C:15]1([CH:7]([C:1]2[CH:2]=[CH:3][CH:4]=[CH:5][CH:6]=2)[C:8]2[CH:9]=[CH:10][C:11](=[O:14])[N:12]([CH2:28][C:29]3[CH:30]=[C:31]([C:35]4[CH:40]=[CH:39][CH:38]=[C:37]([O:41][CH2:42][C:43]([O:45][CH2:46][CH3:47])=[O:44])[CH:36]=4)[CH:32]=[CH:33][CH:34]=3)[N:13]=2)[CH:16]=[CH:17][CH:18]=[CH:19][CH:20]=1, predict the reactants needed to synthesize it. The reactants are: [C:1]1([CH:7]([C:15]2[CH:20]=[CH:19][CH:18]=[CH:17][CH:16]=2)[C:8]2[CH:9]=[CH:10][C:11](=[O:14])[NH:12][N:13]=2)[CH:6]=[CH:5][CH:4]=[CH:3][CH:2]=1.[H-].[Li+].CS(O[CH2:28][C:29]1[CH:30]=[C:31]([C:35]2[CH:40]=[CH:39][CH:38]=[C:37]([O:41][CH2:42][C:43]([O:45][CH2:46][CH3:47])=[O:44])[CH:36]=2)[CH:32]=[CH:33][CH:34]=1)(=O)=O.[I-].[K+]. (7) Given the product [F:1][C:2]1[CH:3]=[C:4]2[C:9](=[CH:10][C:11]=1[OH:12])[N:8]=[C:7]([C:14]1[CH:19]=[CH:18][CH:17]=[C:16]([C:20]([F:23])([F:21])[F:22])[CH:15]=1)[C:6]([CH3:24])=[C:5]2[C:25]([OH:27])=[O:26], predict the reactants needed to synthesize it. The reactants are: [F:1][C:2]1[CH:3]=[C:4]2[C:9](=[CH:10][C:11]=1[O:12]C)[N:8]=[C:7]([C:14]1[CH:19]=[CH:18][CH:17]=[C:16]([C:20]([F:23])([F:22])[F:21])[CH:15]=1)[C:6]([CH3:24])=[C:5]2[C:25]([OH:27])=[O:26].Br. (8) Given the product [O:1]=[C:2]1[NH:8][C:7]2[C:9]3[C:14]([CH:15]=[CH:16][C:6]=2[N:5]([C:17]2[CH:22]=[CH:21][C:20]([N:23]4[CH:27]=[CH:26][N:25]=[C:24]4[CH2:28][CH2:29][C:30]4[CH:31]=[CH:32][C:33]([C:34]([NH2:35])=[O:40])=[CH:36][CH:37]=4)=[CH:19][CH:18]=2)[C:4](=[O:38])[CH2:3]1)=[CH:13][CH:12]=[CH:11][CH:10]=3, predict the reactants needed to synthesize it. The reactants are: [O:1]=[C:2]1[NH:8][C:7]2[C:9]3[C:14]([CH:15]=[CH:16][C:6]=2[N:5]([C:17]2[CH:22]=[CH:21][C:20]([N:23]4[CH:27]=[CH:26][N:25]=[C:24]4[CH2:28][CH2:29][C:30]4[CH:37]=[CH:36][C:33]([C:34]#[N:35])=[CH:32][CH:31]=4)=[CH:19][CH:18]=2)[C:4](=[O:38])[CH2:3]1)=[CH:13][CH:12]=[CH:11][CH:10]=3.C(=O)([O-])[OH:40].[Na+]. (9) Given the product [Cl:12][C:8]1[CH:7]=[C:6]2[C:11]([C:2]([NH:13][CH2:14][C:15]([OH:17])=[O:16])=[CH:3][CH:4]=[N:5]2)=[CH:10][CH:9]=1, predict the reactants needed to synthesize it. The reactants are: Cl[C:2]1[C:11]2[C:6](=[CH:7][C:8]([Cl:12])=[CH:9][CH:10]=2)[N:5]=[CH:4][CH:3]=1.[NH2:13][CH2:14][C:15]([OH:17])=[O:16].C1(O)C=CC=CC=1. (10) Given the product [CH:1]([N:4]1[CH2:9][CH2:8][CH:7]([O:10][C:11]2[CH:19]=[CH:18][C:17]3[N:16]4[CH2:20][CH2:21][N:22]([CH3:27])[C:23](=[O:24])[C:15]4=[CH:14][C:13]=3[CH:12]=2)[CH2:6][CH2:5]1)([CH3:3])[CH3:2], predict the reactants needed to synthesize it. The reactants are: [CH:1]([N:4]1[CH2:9][CH2:8][CH:7]([O:10][C:11]2[CH:19]=[CH:18][C:17]3[N:16]4[CH2:20][CH2:21][NH:22][C:23](=[O:24])[C:15]4=[CH:14][C:13]=3[CH:12]=2)[CH2:6][CH2:5]1)([CH3:3])[CH3:2].[H-].[Na+].[CH3:27]I.